The task is: Predict which catalyst facilitates the given reaction.. This data is from Catalyst prediction with 721,799 reactions and 888 catalyst types from USPTO. (1) The catalyst class is: 56. Reactant: [NH2:1][C:2]1[C:10]2[C:5](=[N:6][C:7]([S:30][CH2:31][C:32]3[N:33]=[C:34]([C:37]4[CH:42]=[CH:41][C:40]([Cl:43])=[CH:39][CH:38]=4)[S:35][CH:36]=3)=[C:8]([C:28]#[N:29])[C:9]=2[C:11]2[CH:16]=[CH:15][C:14]([O:17][CH2:18][CH2:19][O:20][Si](C(C)(C)C)(C)C)=[CH:13][CH:12]=2)[N:4]([CH2:44][C:45]([O:47][CH3:48])=[O:46])[C:3]=1[C:49]([O:51][CH3:52])=[O:50].[F-].C([N+](CCCC)(CCCC)CCCC)CCC. Product: [NH2:1][C:2]1[C:10]2[C:5](=[N:6][C:7]([S:30][CH2:31][C:32]3[N:33]=[C:34]([C:37]4[CH:42]=[CH:41][C:40]([Cl:43])=[CH:39][CH:38]=4)[S:35][CH:36]=3)=[C:8]([C:28]#[N:29])[C:9]=2[C:11]2[CH:16]=[CH:15][C:14]([O:17][CH2:18][CH2:19][OH:20])=[CH:13][CH:12]=2)[N:4]([CH2:44][C:45]([O:47][CH3:48])=[O:46])[C:3]=1[C:49]([O:51][CH3:52])=[O:50]. (2) Reactant: [CH3:1][C:2]1[CH:7]=[CH:6][C:5]([O:8][C:9]2[CH:14]=[CH:13][CH:12]=[CH:11][CH:10]=2)=[CH:4][N+:3]=1[O-].C(OC(=O)C)(=[O:18])C. Product: [O:8]([C:5]1[CH:6]=[CH:7][C:2]([CH2:1][OH:18])=[N:3][CH:4]=1)[C:9]1[CH:14]=[CH:13][CH:12]=[CH:11][CH:10]=1. The catalyst class is: 52. (3) Reactant: [CH3:1][O:2][C:3]1[CH:4]=[CH:5][C:6]2[CH2:12][CH2:11][C:10](=[O:13])[CH2:9][CH2:8][C:7]=2[CH:14]=1.FC(F)(F)C(OC(=O)C(F)(F)F)=O.[N+:28]([O-])([O-:30])=[O:29].[K+]. Product: [CH3:1][O:2][C:3]1[C:4]([N+:28]([O-:30])=[O:29])=[CH:5][C:6]2[CH2:12][CH2:11][C:10](=[O:13])[CH2:9][CH2:8][C:7]=2[CH:14]=1. The catalyst class is: 10. (4) Reactant: [Cl:1][C:2]1[CH:16]=[C:15]([Cl:17])[CH:14]=[CH:13][C:3]=1[C:4]([C:6](=[CH:9]N(C)C)[C:7]#[N:8])=O.C(#N)C=C.Cl.[CH3:23][O:24][C:25]1[CH:26]=[C:27]([CH:31]=[C:32]([O:34][CH3:35])[CH:33]=1)[C:28]([NH2:30])=[NH:29].C[O-].[Na+]. The catalyst class is: 5. Product: [Cl:1][C:2]1[CH:16]=[C:15]([Cl:17])[CH:14]=[CH:13][C:3]=1[C:4]1[C:6]([C:7]#[N:8])=[CH:9][N:30]=[C:28]([C:27]2[CH:31]=[C:32]([O:34][CH3:35])[CH:33]=[C:25]([O:24][CH3:23])[CH:26]=2)[N:29]=1. (5) Reactant: Cl.Cl.[N:3]1[CH:8]=[CH:7][CH:6]=[C:5]([C:9]([OH:11])=O)[C:4]=1[C:12]1[CH:17]=[CH:16][N:15]=[CH:14][CH:13]=1.Cl.[F:19][C:20]1[CH:21]=[C:22]([CH:31]=[CH:32][C:33]=1[F:34])[CH2:23][C:24]1([OH:30])[CH2:29][CH2:28][NH:27][CH2:26][CH2:25]1.CN(C(ON1N=NC2C=CC=NC1=2)=[N+](C)C)C.F[P-](F)(F)(F)(F)F.C(N(CC)CC)C. Product: [N:3]1[CH:8]=[CH:7][CH:6]=[C:5]([C:9]([N:27]2[CH2:28][CH2:29][C:24]([CH2:23][C:22]3[CH:31]=[CH:32][C:33]([F:34])=[C:20]([F:19])[CH:21]=3)([OH:30])[CH2:25][CH2:26]2)=[O:11])[C:4]=1[C:12]1[CH:17]=[CH:16][N:15]=[CH:14][CH:13]=1. The catalyst class is: 18. (6) Reactant: [Li][CH3:2].[N:3]12[CH2:10][CH2:9][CH:6]([CH2:7][CH2:8]1)[C:5](=[O:11])[CH2:4]2.O. Product: [CH3:2][C:5]1([OH:11])[CH:6]2[CH2:9][CH2:10][N:3]([CH2:8][CH2:7]2)[CH2:4]1. The catalyst class is: 27. (7) Reactant: Br[C:2]1[C:11]2[C:6](=[CH:7][CH:8]=[C:9]([OH:12])[CH:10]=2)[C:5](=[O:13])[N:4]([C:14]2[CH:19]=[CH:18][C:17]([OH:20])=[CH:16][CH:15]=2)[CH:3]=1.C(=O)([O-])[O-].[K+].[K+].[CH3:27][NH:28][S:29]([C:32]1[CH:37]=[CH:36][C:35](B2OC(C)(C)C(C)(C)O2)=[CH:34][CH:33]=1)(=[O:31])=[O:30]. Product: [OH:12][C:9]1[CH:10]=[C:11]2[C:6](=[CH:7][CH:8]=1)[C:5](=[O:13])[N:4]([C:14]1[CH:19]=[CH:18][C:17]([OH:20])=[CH:16][CH:15]=1)[CH:3]=[C:2]2[C:35]1[CH:34]=[CH:33][C:32]([S:29]([NH:28][CH3:27])(=[O:30])=[O:31])=[CH:37][CH:36]=1. The catalyst class is: 73.